From a dataset of CYP2D6 inhibition data for predicting drug metabolism from PubChem BioAssay. Regression/Classification. Given a drug SMILES string, predict its absorption, distribution, metabolism, or excretion properties. Task type varies by dataset: regression for continuous measurements (e.g., permeability, clearance, half-life) or binary classification for categorical outcomes (e.g., BBB penetration, CYP inhibition). Dataset: cyp2d6_veith. (1) The drug is NC(=O)N[C@H]1NC(=O)NC1=O. The result is 0 (non-inhibitor). (2) The drug is O=C(NCC(=O)N(c1ccccc1)C(C(=O)NC1CCCC1)c1cccnc1)c1cccs1. The result is 0 (non-inhibitor). (3) The compound is CN(C)C(=O)c1ccc(-c2ccc3ncnc(NCc4cccnc4)c3c2)cc1. The result is 0 (non-inhibitor). (4) The drug is Cc1cc(C)c2c(SCc3ccc(Cl)cc3Cl)nc(N)nc2n1. The result is 0 (non-inhibitor). (5) The drug is Cc1c(Cl)cccc1Nc1ccccc1C(=O)O. The result is 0 (non-inhibitor). (6) The drug is S=C1N(c2ccccc2)C(c2ccc(Cl)cc2)N2CCCN12. The result is 0 (non-inhibitor).